From a dataset of Full USPTO retrosynthesis dataset with 1.9M reactions from patents (1976-2016). Predict the reactants needed to synthesize the given product. (1) Given the product [CH3:1][C:2]1[N:3]([C:7]2[CH:12]=[CH:11][C:10]([NH:13][C:14]3[N:15]=[C:16]([NH:31][CH2:32][CH:33]4[CH2:38][CH2:37][O:36][CH2:35][CH2:34]4)[C:17]4[CH2:23][NH:22][CH2:21][CH2:20][C:18]=4[N:19]=3)=[CH:9][CH:8]=2)[CH:4]=[CH:5][N:6]=1, predict the reactants needed to synthesize it. The reactants are: [CH3:1][C:2]1[N:3]([C:7]2[CH:12]=[CH:11][C:10]([NH:13][C:14]3[N:15]=[C:16]([NH:31][CH2:32][CH:33]4[CH2:38][CH2:37][O:36][CH2:35][CH2:34]4)[C:17]4[CH2:23][N:22](C(OC(C)(C)C)=O)[CH2:21][CH2:20][C:18]=4[N:19]=3)=[CH:9][CH:8]=2)[CH:4]=[CH:5][N:6]=1.Cl. (2) Given the product [Cl:1][C:2]1[CH:3]=[CH:4][C:5]([N:8]2[C:16]([CH:17]([CH:21]3[CH2:26][CH2:25][CH2:24][CH2:23][CH2:22]3)[C:18]([NH:31][C@H:32]3[CH2:37][CH2:36][C@H:35]([OH:38])[CH2:34][CH2:33]3)=[O:19])=[C:15]3[C:10]([CH:11]=[CH:12][CH:13]=[CH:14]3)=[N:9]2)=[CH:6][CH:7]=1, predict the reactants needed to synthesize it. The reactants are: [Cl:1][C:2]1[CH:7]=[CH:6][C:5]([N:8]2[C:16]([CH:17]([CH:21]3[CH2:26][CH2:25][CH2:24][CH2:23][CH2:22]3)[C:18](O)=[O:19])=[C:15]3[C:10]([CH:11]=[CH:12][CH:13]=[CH:14]3)=[N:9]2)=[CH:4][CH:3]=1.S(Cl)(Cl)=O.[NH2:31][C@H:32]1[CH2:37][CH2:36][C@H:35]([OH:38])[CH2:34][CH2:33]1. (3) Given the product [CH:2]1([CH2:5][O:6][C:7]2[CH:12]=[C:11]([O:13][CH3:14])[CH:10]=[CH:9][C:8]=2[C:15]2[C:16]3[NH:23][C:22]([CH3:24])=[C:21]([C:25]([NH:27][C@@H:28]4[CH2:32][CH2:31][N:30]([C:37](=[O:36])[CH2:38][OH:39])[CH2:29]4)=[O:26])[C:17]=3[N:18]=[CH:19][N:20]=2)[CH2:4][CH2:3]1, predict the reactants needed to synthesize it. The reactants are: Cl.[CH:2]1([CH2:5][O:6][C:7]2[CH:12]=[C:11]([O:13][CH3:14])[CH:10]=[CH:9][C:8]=2[C:15]2[C:16]3[NH:23][C:22]([CH3:24])=[C:21]([C:25]([NH:27][C@@H:28]4[CH2:32][CH2:31][NH:30][CH2:29]4)=[O:26])[C:17]=3[N:18]=[CH:19][N:20]=2)[CH2:4][CH2:3]1.C([O:36][CH2:37][C:38](Cl)=[O:39])(=O)C. (4) Given the product [CH:16]([O:17][C:2]1[CH:7]=[CH:6][C:5]([S:8]([CH3:11])(=[O:10])=[O:9])=[CH:4][C:3]=1[N+:12]([O-:14])=[O:13])([CH3:18])[CH3:15], predict the reactants needed to synthesize it. The reactants are: F[C:2]1[CH:7]=[CH:6][C:5]([S:8]([CH3:11])(=[O:10])=[O:9])=[CH:4][C:3]=1[N+:12]([O-:14])=[O:13].[CH3:15][CH:16]([CH3:18])[O-:17].[Na+]. (5) Given the product [Cl:30][C:25]1[CH:26]=[CH:27][CH:28]=[CH:29][C:24]=1[CH2:22][C:4]1[CH:3]=[C:2]([CH3:1])[CH:7]=[CH:6][C:5]=1[N:8]([S:9]([C:12]1[CH:17]=[CH:16][C:15]([O:18][CH3:19])=[C:14]([O:20][CH3:21])[CH:13]=1)(=[O:10])=[O:11])[CH2:34][C:35]([NH2:37])=[O:36], predict the reactants needed to synthesize it. The reactants are: [CH3:1][C:2]1[CH:7]=[CH:6][C:5]([NH:8][S:9]([C:12]2[CH:17]=[CH:16][C:15]([O:18][CH3:19])=[C:14]([O:20][CH3:21])[CH:13]=2)(=[O:11])=[O:10])=[C:4]([CH:22]([C:24]2[CH:29]=[CH:28][CH:27]=[CH:26][C:25]=2[Cl:30])O)[CH:3]=1.[H-].[Na+].Br[CH2:34][C:35]([NH2:37])=[O:36].O. (6) Given the product [CH3:32][N:22]1[CH2:21][CH2:20][C:18]2[N:19]=[C:14]([NH:13][C:10]3[CH:11]=[CH:12][C:7]([N:3]4[CH:4]=[CH:5][N:6]=[C:2]4[CH3:1])=[CH:8][CH:9]=3)[N:15]=[C:16]([NH:24][CH2:25][CH:26]3[CH2:31][CH2:30][O:29][CH2:28][CH2:27]3)[C:17]=2[CH2:23]1, predict the reactants needed to synthesize it. The reactants are: [CH3:1][C:2]1[N:3]([C:7]2[CH:12]=[CH:11][C:10]([NH:13][C:14]3[N:15]=[C:16]([NH:24][CH2:25][CH:26]4[CH2:31][CH2:30][O:29][CH2:28][CH2:27]4)[C:17]4[CH2:23][NH:22][CH2:21][CH2:20][C:18]=4[N:19]=3)=[CH:9][CH:8]=2)[CH:4]=[CH:5][N:6]=1.[C:32](O)(=O)C.C=O.C([BH3-])#N.[Na+]. (7) The reactants are: [O-]P([O-])([O-])=O.[K+].[K+].[K+].[CH:9]1([NH2:15])[CH2:14][CH2:13][CH2:12][CH2:11][CH2:10]1.C(O)CO.I[C:21]1[CH:26]=[CH:25][C:24]([O:27][CH3:28])=[CH:23][CH:22]=1.N. Given the product [CH3:28][O:27][C:24]1[CH:25]=[CH:26][C:21]([NH:15][CH:9]2[CH2:14][CH2:13][CH2:12][CH2:11][CH2:10]2)=[CH:22][CH:23]=1, predict the reactants needed to synthesize it. (8) Given the product [Br:13][C:9]1[C:8]([CH3:14])=[C:7]([N:6]2[C:4](=[O:5])[C:3]3[C:2](=[CH:18][C:17]([O:19][CH3:20])=[CH:16][CH:15]=3)[NH:1][C:22]2=[O:24])[CH:12]=[CH:11][CH:10]=1, predict the reactants needed to synthesize it. The reactants are: [NH2:1][C:2]1[CH:18]=[C:17]([O:19][CH3:20])[CH:16]=[CH:15][C:3]=1[C:4]([NH:6][C:7]1[CH:12]=[CH:11][CH:10]=[C:9]([Br:13])[C:8]=1[CH3:14])=[O:5].Cl[C:22](Cl)([O:24]C(=O)OC(Cl)(Cl)Cl)Cl.C([O-])(O)=O.[Na+]. (9) The reactants are: [NH2:1][CH2:2][CH2:3][C:4]1[CH:9]=[CH:8][C:7]([S:10]([CH:13]2[CH2:18][CH2:17][N:16]([C:19]([NH:21][CH2:22][CH2:23][CH2:24][CH2:25][CH2:26][CH2:27][CH2:28][CH3:29])=[O:20])[CH2:15][CH2:14]2)(=[O:12])=[O:11])=[CH:6][CH:5]=1.C([Si]([O:47][C:48]1[CH:53]=[CH:52][C:51]([O:54][CH2:55][CH:56]2[CH2:58][O:57]2)=[CH:50][CH:49]=1)(C1C=CC=CC=1)C1C=CC=CC=1)(C)(C)C. Given the product [CH2:22]([NH:21][C:19]([N:16]1[CH2:17][CH2:18][CH:13]([S:10]([C:7]2[CH:6]=[CH:5][C:4]([CH2:3][CH2:2][NH:1][CH2:58][C@H:56]([OH:57])[CH2:55][O:54][C:51]3[CH:52]=[CH:53][C:48]([OH:47])=[CH:49][CH:50]=3)=[CH:9][CH:8]=2)(=[O:12])=[O:11])[CH2:14][CH2:15]1)=[O:20])[CH2:23][CH2:24][CH2:25][CH2:26][CH2:27][CH2:28][CH3:29], predict the reactants needed to synthesize it.